Predict which catalyst facilitates the given reaction. From a dataset of Catalyst prediction with 721,799 reactions and 888 catalyst types from USPTO. (1) The catalyst class is: 16. Product: [CH2:26]([N:27]=[N+:28]=[N-:29])[CH2:25][O:24][CH2:23][CH2:22][O:21][CH2:20][CH2:19][OH:18]. Reactant: OC1O[C@H](CO)[C@H](O)[C@H](O)[C@H]1NC(C)=O.C(N)C[O:18][CH2:19][CH2:20][O:21][CH2:22][CH2:23][O:24][CH2:25][CH2:26][N:27]=[N+:28]=[N-:29].CN(C(ON1N=NC2C=CC=CC1=2)=[N+](C)C)C.[B-](F)(F)(F)F.C1C=CC2N(O)N=NC=2C=1.CCN(C(C)C)C(C)C. (2) Reactant: [CH2:1]([N:8]1[C:16]2[C:11](=[CH:12][C:13]([C:17]3[CH:22]=[CH:21][CH:20]=[C:19]([O:23][C:24]([F:27])([F:26])[F:25])[CH:18]=3)=[CH:14][CH:15]=2)[C:10]([C:28](=[O:41])[C:29]([N:31]([CH3:40])[CH2:32][C:33]([O:35]C(C)(C)C)=[O:34])=[O:30])=[CH:9]1)[C:2]1[CH:7]=[CH:6][CH:5]=[CH:4][CH:3]=1.C(N1C2C(=CC(C3C=CC(OC(F)(F)F)=CC=3)=CC=2)C(C(=O)C(NCC(O)=O)=O)=C1)C1C=CC=CC=1.O.ON1C2C=CC=CC=2N=N1.C(N(CC)CC)C.C1(N=C=NC2CCCCC2)CCCCC1. Product: [CH2:1]([N:8]1[C:16]2[C:11](=[CH:12][C:13]([C:17]3[CH:22]=[CH:21][CH:20]=[C:19]([O:23][C:24]([F:25])([F:26])[F:27])[CH:18]=3)=[CH:14][CH:15]=2)[C:10]([C:28](=[O:41])[C:29]([N:31]([CH3:40])[CH2:32][C:33]([OH:35])=[O:34])=[O:30])=[CH:9]1)[C:2]1[CH:3]=[CH:4][CH:5]=[CH:6][CH:7]=1. The catalyst class is: 2. (3) Reactant: [C:1]([O:5][C:6]([C@@:8]1([CH2:22][CH:23]=C)[CH2:12][C:11](=[O:13])[N:10]([C@@H:14]([C:16]2[CH:21]=[CH:20][CH:19]=[CH:18][CH:17]=2)[CH3:15])[CH2:9]1)=[O:7])([CH3:4])([CH3:3])[CH3:2].[O:25]=[O+][O-]. Product: [C:1]([O:5][C:6]([C@@:8]1([CH2:22][CH:23]=[O:25])[CH2:12][C:11](=[O:13])[N:10]([C@@H:14]([C:16]2[CH:17]=[CH:18][CH:19]=[CH:20][CH:21]=2)[CH3:15])[CH2:9]1)=[O:7])([CH3:4])([CH3:3])[CH3:2]. The catalyst class is: 5. (4) Reactant: C1C=CC2N(O)N=NC=2C=1.CCN=C=NCCCN(C)C.[Cl:22][C:23]1[CH:24]=[C:25]([C:33]([OH:35])=O)[CH:26]=[N:27][C:28]=1[O:29][CH:30]([CH3:32])[CH3:31].[F:36][C:37]1[CH:38]=[C:39]2[C:43](=[C:44](/[C:46](/[NH:49]O)=[N:47]/[H])[CH:45]=1)[NH:42][CH:41]=[C:40]2[CH2:51][CH2:52][C:53]([O:55][CH2:56][CH3:57])=[O:54].CCCC[N+](CCCC)(CCCC)CCCC.[F-]. Product: [Cl:22][C:23]1[CH:24]=[C:25]([C:33]2[O:35][N:47]=[C:46]([C:44]3[CH:45]=[C:37]([F:36])[CH:38]=[C:39]4[C:43]=3[NH:42][CH:41]=[C:40]4[CH2:51][CH2:52][C:53]([O:55][CH2:56][CH3:57])=[O:54])[N:49]=2)[CH:26]=[N:27][C:28]=1[O:29][CH:30]([CH3:31])[CH3:32]. The catalyst class is: 1. (5) Product: [CH3:1][O:2][C:3]1[CH:8]=[C:7]([NH:9][C:10]2[CH:11]=[CH:12][C:13]([N:16]3[CH2:19][CH:18]([O:20][CH2:21][CH2:22][OH:23])[CH2:17]3)=[CH:14][CH:15]=2)[C:6]([N+:30]([O-:32])=[O:31])=[CH:5][N:4]=1. Reactant: [CH3:1][O:2][C:3]1[CH:8]=[C:7]([NH:9][C:10]2[CH:15]=[CH:14][C:13]([N:16]3[CH2:19][CH:18]([O:20][CH2:21][CH2:22][O:23]C4CCCCO4)[CH2:17]3)=[CH:12][CH:11]=2)[C:6]([N+:30]([O-:32])=[O:31])=[CH:5][N:4]=1.Cl.C(O)(C)C.C(=O)([O-])O.[Na+]. The catalyst class is: 5. (6) Reactant: CO[C:3](=[O:18])[C:4]1[CH:9]=[CH:8][C:7]([Br:10])=[CH:6][C:5]=1/[N:11]=[C:12]1\C(Cl)=NSS\1.[CH3:19][C:20]([CH3:25])([CH2:23][NH2:24])[CH2:21][NH2:22]. Product: [Br:10][C:7]1[CH:6]=[C:5]2[C:4]([C:3](=[O:18])[N:22]3[CH2:21][C:20]([CH3:25])([CH3:19])[CH2:23][NH:24][C:12]3=[N:11]2)=[CH:9][CH:8]=1. The catalyst class is: 1. (7) Reactant: [CH3:1][N:2]([CH2:9][CH2:10][O:11][C:12]1[CH:25]=[CH:24][C:15]([CH:16]=[C:17]2[S:21][C:20](=[O:22])[NH:19][C:18]2=[O:23])=[CH:14][CH:13]=1)[C:3]1[CH:8]=[CH:7][CH:6]=[CH:5][N:4]=1.CN(C)C=O.C(=O)([O-])[O-].[K+].[K+].S(S([O-])=O)([O-])=O.[Na+].[Na+]. Product: [CH3:1][N:2]([CH2:9][CH2:10][O:11][C:12]1[CH:25]=[CH:24][C:15]([CH2:16][CH:17]2[S:21][C:20](=[O:22])[NH:19][C:18]2=[O:23])=[CH:14][CH:13]=1)[C:3]1[CH:8]=[CH:7][CH:6]=[CH:5][N:4]=1. The catalyst class is: 6. (8) Reactant: [CH2:1]([CH:3]1[C:8]([C:9]2[CH:24]=[CH:23][C:12]3[N:13]=[C:14]([C:16]4[CH:21]=[CH:20][C:19]([OH:22])=[CH:18][CH:17]=4)[O:15][C:11]=3[CH:10]=2)=[N:7][NH:6][C:5](=[O:25])[CH2:4]1)[CH3:2].Br[CH:27]([CH3:33])[CH:28]([O:31][CH3:32])[O:29][CH3:30].C(=O)([O-])[O-].[K+].[K+].CN(C=O)C. Product: [CH3:30][O:29][CH:28]([O:31][CH3:32])[CH:27]([CH3:33])[O:22][C:19]1[CH:20]=[CH:21][C:16]([C:14]2[O:15][C:11]3[CH:10]=[C:9]([C:8]4[CH:3]([CH2:1][CH3:2])[CH2:4][C:5](=[O:25])[NH:6][N:7]=4)[CH:24]=[CH:23][C:12]=3[N:13]=2)=[CH:17][CH:18]=1. The catalyst class is: 425. (9) Reactant: [C:1]([C:4]1[CH:9]=[C:8]([O:10][C:11]2[CH:16]=[CH:15][C:14]([NH:17][C:18]3[C:23]([C:24]([O-])=[O:25])=[CH:22][N:21]=[C:20]([S:27][CH3:28])[N:19]=3)=[CH:13][C:12]=2[F:29])[CH:7]=[CH:6][N:5]=1)(=[O:3])[NH2:2].[Na+].S(Cl)([Cl:33])=O.[F:35][C:36]1[CH:42]=[C:41]([F:43])[CH:40]=[CH:39][C:37]=1[NH2:38].Cl. Product: [ClH:33].[C:1]([C:4]1[CH:9]=[C:8]([O:10][C:11]2[CH:16]=[CH:15][C:14]([NH:17][C:18]3[C:23]([C:24]([NH:38][C:37]4[CH:39]=[CH:40][C:41]([F:43])=[CH:42][C:36]=4[F:35])=[O:25])=[CH:22][N:21]=[C:20]([S:27][CH3:28])[N:19]=3)=[CH:13][C:12]=2[F:29])[CH:7]=[CH:6][N:5]=1)(=[O:3])[NH2:2]. The catalyst class is: 638.